This data is from Catalyst prediction with 721,799 reactions and 888 catalyst types from USPTO. The task is: Predict which catalyst facilitates the given reaction. (1) Product: [F:1][C:2]1[CH:3]=[CH:4][C:5]([CH2:6][C:7]2[N:11]([CH2:12][C:48]([N:30]3[CH2:24][CH2:25][CH:26]([CH2:52][NH:53][C:54](=[O:60])[O:55][C:56]([CH3:59])([CH3:58])[CH3:57])[CH2:27][CH2:28]3)=[O:49])[N:10]=[C:9]([C:16]3[CH:17]=[CH:18][N:19]=[CH:20][CH:21]=3)[CH:8]=2)=[CH:22][CH:23]=1. Reactant: [F:1][C:2]1[CH:23]=[CH:22][C:5]([CH2:6][C:7]2[N:11]([CH2:12]C(O)=O)[N:10]=[C:9]([C:16]3[CH:21]=[CH:20][N:19]=[CH:18][CH:17]=3)[CH:8]=2)=[CH:4][CH:3]=1.[CH:24]1[CH:25]=[CH:26][C:27]2N(O)N=[N:30][C:28]=2C=1.CCN=C=NCCCN(C)C.CN1CC[O:49][CH2:48]C1.[CH3:52][N:53](C1CCNCC1)[C:54](=[O:60])[O:55][C:56]([CH3:59])([CH3:58])[CH3:57]. The catalyst class is: 44. (2) Reactant: Cl.[NH2:2][C@@H:3]1[CH2:8][CH2:7][CH2:6][N:5]([C:9]2[N:10]=[C:11]([Cl:17])[C:12]([C:15]#[N:16])=[N:13][CH:14]=2)[CH2:4]1.[C:18](O)(=[O:27])[C:19]1[CH:24]=[CH:23][C:22]([O:25][CH3:26])=[CH:21][CH:20]=1.CCN(C(C)C)C(C)C.C1CN([P+](ON2N=NC3C=CC=CC2=3)(N2CCCC2)N2CCCC2)CC1.F[P-](F)(F)(F)(F)F. Product: [Cl:17][C:11]1[N:10]=[C:9]([N:5]2[CH2:6][CH2:7][CH2:8][C@@H:3]([NH:2][C:18](=[O:27])[C:19]3[CH:24]=[CH:23][C:22]([O:25][CH3:26])=[CH:21][CH:20]=3)[CH2:4]2)[CH:14]=[N:13][C:12]=1[C:15]#[N:16]. The catalyst class is: 31.